The task is: Regression. Given two drug SMILES strings and cell line genomic features, predict the synergy score measuring deviation from expected non-interaction effect.. This data is from Merck oncology drug combination screen with 23,052 pairs across 39 cell lines. (1) Drug 1: CCC1(O)C(=O)OCc2c1cc1n(c2=O)Cc2cc3c(CN(C)C)c(O)ccc3nc2-1. Drug 2: Cn1cc(-c2cnn3c(N)c(Br)c(C4CCCNC4)nc23)cn1. Cell line: A427. Synergy scores: synergy=29.0. (2) Synergy scores: synergy=2.83. Drug 1: CCC1(O)CC2CN(CCc3c([nH]c4ccccc34)C(C(=O)OC)(c3cc4c(cc3OC)N(C)C3C(O)(C(=O)OC)C(OC(C)=O)C5(CC)C=CCN6CCC43C65)C2)C1. Drug 2: CS(=O)(=O)CCNCc1ccc(-c2ccc3ncnc(Nc4ccc(OCc5cccc(F)c5)c(Cl)c4)c3c2)o1. Cell line: EFM192B. (3) Drug 1: CN1C(=O)C=CC2(C)C3CCC4(C)C(NC(=O)OCC(F)(F)F)CCC4C3CCC12. Synergy scores: synergy=6.37. Cell line: HT144. Drug 2: N.N.O=C(O)C1(C(=O)O)CCC1.[Pt]. (4) Drug 1: N.N.O=C(O)C1(C(=O)O)CCC1.[Pt]. Drug 2: O=C(NOCC(O)CO)c1ccc(F)c(F)c1Nc1ccc(I)cc1F. Cell line: SW620. Synergy scores: synergy=-17.2. (5) Drug 1: O=C(O)C1(Cc2cccc(Nc3nccs3)n2)CCC(Oc2cccc(Cl)c2F)CC1. Drug 2: NC(=O)c1cccc2cn(-c3ccc(C4CCCNC4)cc3)nc12. Cell line: OVCAR3. Synergy scores: synergy=32.9.